The task is: Predict the reactants needed to synthesize the given product.. This data is from Full USPTO retrosynthesis dataset with 1.9M reactions from patents (1976-2016). (1) The reactants are: [Cl:1][C:2]1[C:7]2[CH:8]=[N:9][NH:10][C:6]=2[CH:5]=[C:4]([Cl:11])[N:3]=1.[CH3:12][C:13]1[N:14]=[C:15]2[CH:20]=[CH:19][C:18]([CH2:21]O)=[CH:17][N:16]2[CH:23]=1.C1(P(C2C=CC=CC=2)C2C=CC=CC=2)C=CC=CC=1.N(/C(OC(C)C)=O)=N\C(OC(C)C)=O. Given the product [Cl:1][C:2]1[C:7]2=[CH:8][N:9]([CH2:21][C:18]3[CH:19]=[CH:20][C:15]4[N:16]([CH:23]=[C:13]([CH3:12])[N:14]=4)[CH:17]=3)[N:10]=[C:6]2[CH:5]=[C:4]([Cl:11])[N:3]=1, predict the reactants needed to synthesize it. (2) Given the product [CH2:33]([O:32][C:30](=[O:31])[CH2:29][O:17][C:11]1[CH:10]=[CH:9][C:8]2[C:13](=[CH:14][CH:15]=[C:6]([C:5]3[S:1][C:2]4[CH:21]=[CH:20][CH:19]=[CH:18][C:3]=4[CH:4]=3)[CH:7]=2)[C:12]=1[Cl:16])[CH3:34], predict the reactants needed to synthesize it. The reactants are: [S:1]1[C:5]([C:6]2[CH:7]=[C:8]3[C:13](=[CH:14][CH:15]=2)[C:12]([Cl:16])=[C:11]([OH:17])[CH:10]=[CH:9]3)=[CH:4][C:3]2[CH:18]=[CH:19][CH:20]=[CH:21][C:2]1=2.C(=O)([O-])[O-].[Cs+].[Cs+].Br[CH2:29][C:30]([O:32][CH2:33][CH3:34])=[O:31]. (3) Given the product [ClH:3].[Cl:3][C:5]([C:8]1[C:16]2[C:11](=[CH:12][CH:13]=[CH:14][CH:15]=2)[N:10]([C:17]2[C:18]3[CH:25]=[CH:24][N:23]([CH3:26])[C:19]=3[N:20]=[CH:21][N:22]=2)[CH:9]=1)=[O:6], predict the reactants needed to synthesize it. The reactants are: S(Cl)([Cl:3])=O.[C:5]([C:8]1[C:16]2[C:11](=[CH:12][CH:13]=[CH:14][CH:15]=2)[N:10]([C:17]2[C:18]3[CH:25]=[CH:24][N:23]([CH3:26])[C:19]=3[N:20]=[CH:21][N:22]=2)[CH:9]=1)(O)=[O:6]. (4) Given the product [CH2:1]([O:8][C:16]1[CH:17]=[C:12]([Br:11])[CH:13]=[C:14]([Br:19])[CH:15]=1)[C:2]1[CH:7]=[CH:6][CH:5]=[CH:4][CH:3]=1, predict the reactants needed to synthesize it. The reactants are: [CH2:1]([OH:8])[C:2]1[CH:7]=[CH:6][CH:5]=[CH:4][CH:3]=1.[H-].[Na+].[Br:11][C:12]1[CH:17]=[C:16](F)[CH:15]=[C:14]([Br:19])[CH:13]=1.O.